Regression. Given a peptide amino acid sequence and an MHC pseudo amino acid sequence, predict their binding affinity value. This is MHC class II binding data. From a dataset of Peptide-MHC class II binding affinity with 134,281 pairs from IEDB. (1) The peptide sequence is EKMYFAATQFEPLAA. The MHC is DRB1_1602 with pseudo-sequence DRB1_1602. The binding affinity (normalized) is 0.502. (2) The peptide sequence is SPPVVSFRETVLDKS. The MHC is HLA-DQA10501-DQB10301 with pseudo-sequence HLA-DQA10501-DQB10301. The binding affinity (normalized) is 0.146.